This data is from Catalyst prediction with 721,799 reactions and 888 catalyst types from USPTO. The task is: Predict which catalyst facilitates the given reaction. (1) Reactant: [Br:1][C:2]1[CH:10]=[C:9]([F:11])[C:5]([C:6]([OH:8])=[O:7])=[C:4]([F:12])[CH:3]=1.[Si](Cl)(C)(C)[CH3:14]. Product: [CH3:14][O:7][C:6](=[O:8])[C:5]1[C:4]([F:12])=[CH:3][C:2]([Br:1])=[CH:10][C:9]=1[F:11]. The catalyst class is: 273. (2) Reactant: [CH2:1]([O:3][C:4]1[CH:27]=[CH:26][CH:25]=[CH:24][C:5]=1[O:6][C@@H:7]1[CH2:12][CH2:11][CH2:10][N:9]([C:13]2[N:18]=[CH:17][C:16]([C:19]([O:21]CC)=[O:20])=[CH:15][N:14]=2)[CH2:8]1)[CH3:2].O[Li].O. The catalyst class is: 20. Product: [CH2:1]([O:3][C:4]1[CH:27]=[CH:26][CH:25]=[CH:24][C:5]=1[O:6][C@@H:7]1[CH2:12][CH2:11][CH2:10][N:9]([C:13]2[N:18]=[CH:17][C:16]([C:19]([OH:21])=[O:20])=[CH:15][N:14]=2)[CH2:8]1)[CH3:2]. (3) Reactant: C(Cl)(=O)C(Cl)=O.[CH3:7][C@H:8]1[O:13][C@@H:12]([CH3:14])[CH2:11][N:10]([C:15]2[C:28]([C:29](O)=[O:30])=[CH:27][C:18]3[C:19]([C:22]4[S:23][CH:24]=[CH:25][N:26]=4)=[N:20][O:21][C:17]=3[C:16]=2[CH3:32])[CH2:9]1.[H-].C(O[Al](OC(C)(C)C)OC(C)(C)C)(C)(C)C.[Li+]. Product: [CH3:7][C@H:8]1[O:13][C@@H:12]([CH3:14])[CH2:11][N:10]([C:15]2[C:28]([CH:29]=[O:30])=[CH:27][C:18]3[C:19]([C:22]4[S:23][CH:24]=[CH:25][N:26]=4)=[N:20][O:21][C:17]=3[C:16]=2[CH3:32])[CH2:9]1. The catalyst class is: 174. (4) Reactant: [F:1][C:2]([F:19])([F:18])[CH2:3][CH2:4][NH:5][C:6]([C:8]1[CH:17]=[CH:16][C:11]([C:12]([O:14]C)=[O:13])=[CH:10][N:9]=1)=[O:7].[H-].[Na+].[CH3:22]I.O. Product: [CH3:22][N:5]([CH2:4][CH2:3][C:2]([F:19])([F:18])[F:1])[C:6]([C:8]1[CH:17]=[CH:16][C:11]([C:12]([OH:14])=[O:13])=[CH:10][N:9]=1)=[O:7]. The catalyst class is: 9. (5) Reactant: [Si]([O:8][CH2:9][CH2:10][O:11][C:12]1[CH:13]=[CH:14][C:15]([C:28]2[NH:37][C:36](=[O:38])[C:35]3[C:30](=[CH:31][C:32]([O:41][CH3:42])=[CH:33][C:34]=3[O:39][CH3:40])[N:29]=2)=[N:16][C:17]=1[C:18]1[CH:23]=[CH:22][CH:21]=[C:20]([S:24]([CH3:27])(=[O:26])=[O:25])[CH:19]=1)(C(C)(C)C)(C)C.[F-].C([N+](CCCC)(CCCC)CCCC)CCC. Product: [OH:8][CH2:9][CH2:10][O:11][C:12]1[CH:13]=[CH:14][C:15]([C:28]2[NH:37][C:36](=[O:38])[C:35]3[C:30](=[CH:31][C:32]([O:41][CH3:42])=[CH:33][C:34]=3[O:39][CH3:40])[N:29]=2)=[N:16][C:17]=1[C:18]1[CH:23]=[CH:22][CH:21]=[C:20]([S:24]([CH3:27])(=[O:26])=[O:25])[CH:19]=1. The catalyst class is: 1. (6) Reactant: [NH2:1][C:2]1[C:3]2[N:4]([C:8]([C@@H:12]3[CH2:20][CH2:19][C@@H:18]4[N:14]([C:15](=S)[CH2:16][CH2:17]4)[CH2:13]3)=[N:9][C:10]=2[Br:11])[CH:5]=[CH:6][N:7]=1.[N:22]#[C:23][NH2:24]. Product: [NH2:1][C:2]1[C:3]2[N:4]([C:8]([C@@H:12]3[CH2:20][CH2:19][C@@H:18]4[N:14](/[C:15](=[N:24]/[C:23]#[N:22])/[CH2:16][CH2:17]4)[CH2:13]3)=[N:9][C:10]=2[Br:11])[CH:5]=[CH:6][N:7]=1. The catalyst class is: 10.